From a dataset of Full USPTO retrosynthesis dataset with 1.9M reactions from patents (1976-2016). Predict the reactants needed to synthesize the given product. (1) Given the product [Cl:20][C:18]1[CH:17]=[C:16]([N:21]2[C:22](=[O:31])[N:23]3[CH2:29][CH:28]([O:30][C:37](=[O:38])[C:36]4[CH:40]=[CH:41][C:33]([Br:32])=[CH:34][CH:35]=4)[CH2:27][N:24]3[C:25]2=[O:26])[CH:15]=[C:14]([Cl:13])[CH:19]=1, predict the reactants needed to synthesize it. The reactants are: CCN=C=NCCCN(C)C.Cl.[Cl:13][C:14]1[CH:15]=[C:16]([N:21]2[C:25](=[O:26])[N:24]3[CH2:27][CH:28]([OH:30])[CH2:29][N:23]3[C:22]2=[O:31])[CH:17]=[C:18]([Cl:20])[CH:19]=1.[Br:32][C:33]1[CH:41]=[CH:40][C:36]([C:37](O)=[O:38])=[CH:35][CH:34]=1. (2) Given the product [Si:28]([O:18][CH2:17][C:5]1[C:6]([NH:8][C:9]2[CH:13]=[C:12]([CH:14]3[CH2:15][CH2:16]3)[NH:11][N:10]=2)=[N:7][C:2]([Cl:1])=[N:3][CH:4]=1)([C:25]([CH3:27])([CH3:26])[CH3:24])([CH3:30])[CH3:29], predict the reactants needed to synthesize it. The reactants are: [Cl:1][C:2]1[N:7]=[C:6]([NH:8][C:9]2[CH:13]=[C:12]([CH:14]3[CH2:16][CH2:15]3)[NH:11][N:10]=2)[C:5]([CH2:17][OH:18])=[CH:4][N:3]=1.N1C=CN=C1.[CH3:24][C:25]([Si:28](Cl)([CH3:30])[CH3:29])([CH3:27])[CH3:26].O. (3) The reactants are: [N:1]12[CH2:9][CH2:8][CH:5]([CH2:6][CH2:7]1)[NH:4][CH2:3][CH2:2]2.[N:10]([C:13]([C:16]1[CH:21]=[CH:20][CH:19]=[C:18]([C:22]([CH3:24])=[CH2:23])[CH:17]=1)([CH3:15])[CH3:14])=[C:11]=[O:12]. Given the product [CH2:23]=[C:22]([C:18]1[CH:17]=[C:16]([C:13]([NH:10][C:11]([N:4]2[CH:5]3[CH2:8][CH2:9][N:1]([CH2:7][CH2:6]3)[CH2:2][CH2:3]2)=[O:12])([CH3:15])[CH3:14])[CH:21]=[CH:20][CH:19]=1)[CH3:24], predict the reactants needed to synthesize it. (4) The reactants are: C([O:3][C:4]([C:6]1[N:7]=[C:8](Br)[S:9][CH:10]=1)=[O:5])C.CO[C:14]1(B(O)O)[C:19]([F:20])=[CH:18][CH:17]=[CH:16][CH2:15]1.[C:24](=[O:27])([O-])[O-].[Na+].[Na+]. Given the product [F:20][C:19]1[CH:14]=[CH:15][CH:16]=[C:17]([O:27][CH3:24])[C:18]=1[C:8]1[S:9][CH:10]=[C:6]([C:4]([OH:3])=[O:5])[N:7]=1, predict the reactants needed to synthesize it. (5) Given the product [CH2:1]([C:8]1[CH2:12][CH2:11][CH:10]([OH:13])[CH:9]=1)[C:2]1[CH:7]=[CH:6][CH:5]=[CH:4][CH:3]=1, predict the reactants needed to synthesize it. The reactants are: [CH2:1]([C:8]1[CH2:12][CH2:11][C:10](=[O:13])[CH:9]=1)[C:2]1[CH:7]=[CH:6][CH:5]=[CH:4][CH:3]=1.[H-].[Al+3].[Li+].[H-].[H-].[H-].C([O-])([O-])=O.[K+].[K+]. (6) Given the product [C:27]1([CH:25]([O:3][C@H:4]2[CH2:23][N:7]3[C:8](=[O:22])[N:9]([C:11]4[CH:16]=[CH:15][C:14]([O:17][C:18]([F:21])([F:19])[F:20])=[CH:13][CH:12]=4)[CH2:10][C@@H:6]3[CH2:5]2)[CH3:26])[CH:32]=[CH:31][CH:30]=[CH:29][CH:28]=1, predict the reactants needed to synthesize it. The reactants are: [H-].[Na+].[OH:3][C@H:4]1[CH2:23][N:7]2[C:8](=[O:22])[N:9]([C:11]3[CH:16]=[CH:15][C:14]([O:17][C:18]([F:21])([F:20])[F:19])=[CH:13][CH:12]=3)[CH2:10][C@@H:6]2[CH2:5]1.Br[CH:25]([C:27]1[CH:32]=[CH:31][CH:30]=[CH:29][CH:28]=1)[CH3:26].O. (7) The reactants are: [CH2:1]([OH:7])[C@H:2]([OH:6])[CH2:3][CH2:4][OH:5].[CH3:8][C:9]([CH3:11])=O. Given the product [CH3:8][C:9]1([CH3:11])[O:6][C@H:2]([CH2:3][CH2:4][OH:5])[CH2:1][O:7]1, predict the reactants needed to synthesize it.